This data is from Full USPTO retrosynthesis dataset with 1.9M reactions from patents (1976-2016). The task is: Predict the reactants needed to synthesize the given product. (1) Given the product [CH3:9][C:5]1[CH:4]=[C:3]([F:10])[C:2]([C:23]([O:22][CH3:21])=[O:24])=[CH:7][C:6]=1[Cl:8], predict the reactants needed to synthesize it. The reactants are: Br[C:2]1[CH:7]=[C:6]([Cl:8])[C:5]([CH3:9])=[CH:4][C:3]=1[F:10].C(N(CC)CC)C.[C]=O.C[CH2:21][O:22][C:23](C)=[O:24]. (2) Given the product [C:18]1([CH3:17])[CH:25]=[CH:24][CH:23]=[CH:22][C:19]=1/[CH:20]=[CH:16]/[CH:15]=[O:14], predict the reactants needed to synthesize it. The reactants are: [H-].[Na+].C(OP(CC([O:14][CH2:15][CH3:16])=O)(OCC)=O)C.[CH3:17][C:18]1[CH:25]=[CH:24][CH:23]=[CH:22][C:19]=1[CH:20]=O. (3) Given the product [CH3:1][O:2][C:3]1[CH:4]=[C:5]([S:9]([N:12]2[CH2:16][CH:15]([C:17]([N:38]3[CH2:39][CH2:40][N:35]([C:30]4[C:29]([C:28]([F:42])([F:27])[F:41])=[CH:34][CH:33]=[CH:32][N:31]=4)[CH2:36][CH2:37]3)=[O:19])[N:14]([C:20]3[CH:25]=[CH:24][CH:23]=[CH:22][CH:21]=3)[C:13]2=[O:26])(=[O:11])=[O:10])[CH:6]=[CH:7][CH:8]=1, predict the reactants needed to synthesize it. The reactants are: [CH3:1][O:2][C:3]1[CH:4]=[C:5]([S:9]([N:12]2[CH2:16][CH:15]([C:17]([OH:19])=O)[N:14]([C:20]3[CH:25]=[CH:24][CH:23]=[CH:22][CH:21]=3)[C:13]2=[O:26])(=[O:11])=[O:10])[CH:6]=[CH:7][CH:8]=1.[F:27][C:28]([F:42])([F:41])[C:29]1[C:30]([N:35]2[CH2:40][CH2:39][NH:38][CH2:37][CH2:36]2)=[N:31][CH:32]=[CH:33][CH:34]=1. (4) Given the product [CH3:8][O:7][C:5](=[O:6])[CH2:4][CH:3]1[CH2:2][N:26]([CH2:27][C:28]2[CH:33]=[CH:32][CH:31]=[CH:30][CH:29]=2)[CH2:25][CH2:24][N:23]1[CH2:16][C:17]1[CH:22]=[CH:21][CH:20]=[CH:19][CH:18]=1, predict the reactants needed to synthesize it. The reactants are: Br[CH2:2]/[CH:3]=[CH:4]/[C:5]([O:7][CH3:8])=[O:6].C(N(CC)CC)C.[CH2:16]([NH:23][CH2:24][CH2:25][NH:26][CH2:27][C:28]1[CH:33]=[CH:32][CH:31]=[CH:30][CH:29]=1)[C:17]1[CH:22]=[CH:21][CH:20]=[CH:19][CH:18]=1. (5) Given the product [C:25]([C:22]([NH:21][C:17]1[CH:16]=[C:15]([CH:12]2[C:11]([CH3:28])([CH3:29])[CH2:10][C:9]3[C:14](=[C:5]([C:3]([OH:4])=[O:2])[CH:6]=[C:7]([Cl:30])[CH:8]=3)[NH:13]2)[CH:20]=[CH:19][CH:18]=1)([CH3:23])[CH3:24])([OH:27])=[O:26], predict the reactants needed to synthesize it. The reactants are: C[O:2][C:3]([C:5]1[CH:6]=[C:7]([Cl:30])[CH:8]=[C:9]2[C:14]=1[NH:13][CH:12]([C:15]1[CH:20]=[CH:19][CH:18]=[C:17]([NH:21][C:22]([C:25]([OH:27])=[O:26])([CH3:24])[CH3:23])[CH:16]=1)[C:11]([CH3:29])([CH3:28])[CH2:10]2)=[O:4].O.[OH-].[Li+].O.Cl. (6) Given the product [SiH3:1][C:2]1[S:3][C:4]([C:7]2[CH:52]=[C:51]([CH2:50][Br:49])[C:10]([C:28]3[S:29][C:30]([SiH3:33])=[CH:31][CH:32]=3)=[CH:9][C:8]=2[CH2:60][Br:59])=[CH:5][CH:6]=1, predict the reactants needed to synthesize it. The reactants are: [SiH3:1][C:2]1[S:3][CH:4]=[CH:5][CH:6]=1.[CH2:7]([Li])[CH2:8][CH2:9][CH3:10].[Br-].[Mg+2].[Br-].[SiH3:33][C:30]1[S:29][C:28](C2C=C(C)C([C:28]3[S:29][C:30]([SiH3:33])=[CH:31][CH:32]=3)=CC=2C)=[CH:32][CH:31]=1.[SiH3]C1SC(C2C=C(C)C=CC=2C)=CC=1.[Br:49][C:50]1[CH:52]=[C:51](C)[C:50]([Br:49])=[CH:52][C:51]=1C.[Br:59][C:60]1C=C(C)C=CC=1C.C1C(=O)N(Br)C(=O)C1.[SiH3]C1C=C(CBr)C([SiH3])=CC=1CBr.[SiH3]C1C=C(CBr)C=CC=1CBr. (7) Given the product [Cl:18][C:19]1[CH:20]=[C:21]([C:3](=[O:5])[CH2:2][C:1]([O:7][CH2:8][CH3:9])=[O:6])[CH:25]=[CH:26][C:27]=1[C:28]1[N:32]=[C:31]([C:33]2[N:34]=[C:35]3[C:40]([Cl:41])=[CH:39][C:38]([C:42]([F:44])([F:45])[F:43])=[CH:37][N:36]3[CH:46]=2)[O:30][N:29]=1, predict the reactants needed to synthesize it. The reactants are: [C:1]([O:7][CH2:8][CH3:9])(=[O:6])[CH2:2][C:3]([O-:5])=O.[K+].C(N(CC)CC)C.[Cl:18][C:19]1[CH:20]=[C:21]([CH:25]=[CH:26][C:27]=1[C:28]1[N:32]=[C:31]([C:33]2[N:34]=[C:35]3[C:40]([Cl:41])=[CH:39][C:38]([C:42]([F:45])([F:44])[F:43])=[CH:37][N:36]3[CH:46]=2)[O:30][N:29]=1)C(O)=O.C(Cl)(=O)C(Cl)=O.